The task is: Binary Classification. Given a T-cell receptor sequence (or CDR3 region) and an epitope sequence, predict whether binding occurs between them.. This data is from TCR-epitope binding with 47,182 pairs between 192 epitopes and 23,139 TCRs. The epitope is FPRPWLHGL. The TCR CDR3 sequence is CASVGPSGETQYF. Result: 0 (the TCR does not bind to the epitope).